Task: Predict the reaction yield, written as a fraction of the theoretical maximum amount of product (1.0 means a 100% yield; for example, 0.34 means a 34% yield).. Dataset: Reaction yield outcomes from USPTO patents with 853,638 reactions (1) The reactants are C(O)(=O)C.[C:5]1([C:15]2[CH:20]=[CH:19][CH:18]=[CH:17][CH:16]=2)[CH:10]=[CH:9][CH:8]=[CH:7][C:6]=1[CH2:11][C:12]([NH2:14])=[NH:13].C[O:22][C:23](=O)/[C:24](/[O:34][CH2:35][C:36]1[CH:41]=[CH:40][CH:39]=[CH:38][CH:37]=1)=[C:25](\O)/[C:26]([O:28][C:29]([CH3:32])([CH3:31])[CH3:30])=[O:27].C[O-].[Na+]. The catalyst is CO. The product is [C:29]([O:28][C:26]([C:25]1[C:24]([O:34][CH2:35][C:36]2[CH:41]=[CH:40][CH:39]=[CH:38][CH:37]=2)=[C:23]([OH:22])[N:14]=[C:12]([CH2:11][C:6]2[CH:7]=[CH:8][CH:9]=[CH:10][C:5]=2[C:15]2[CH:16]=[CH:17][CH:18]=[CH:19][CH:20]=2)[N:13]=1)=[O:27])([CH3:32])([CH3:30])[CH3:31]. The yield is 0.576. (2) The reactants are [Br:1][C:2]1[CH:3]=[C:4]([C:19]2[N:23]=[C:22]([C:24]([NH:26][CH2:27][C:28]3[CH:33]=[CH:32][CH:31]=[C:30]([C:34]([F:37])([F:36])[F:35])[CH:29]=3)=[O:25])[O:21][N:20]=2)[CH:5]=[C:6]([Br:18])[C:7]=1[O:8]CC1C=CC(OC)=CC=1.[CH3:38][C:39](C)([O-])C.[Na+].C(I)C.O. The catalyst is CN(C)C=O. The yield is 0.320. The product is [Br:1][C:2]1[CH:3]=[C:4]([C:19]2[N:23]=[C:22]([C:24]([N:26]([CH2:38][CH3:39])[CH2:27][C:28]3[CH:33]=[CH:32][CH:31]=[C:30]([C:34]([F:37])([F:36])[F:35])[CH:29]=3)=[O:25])[O:21][N:20]=2)[CH:5]=[C:6]([Br:18])[C:7]=1[OH:8]. (3) The reactants are C1(C(C2C=CC=CC=2)([C@@H]2CCCN2)O)C=CC=CC=1.[CH3:20][O:21][C:22](=[O:34])[CH2:23][C:24](=[O:33])[CH2:25][CH2:26][C:27]1[CH:32]=[CH:31][CH:30]=[CH:29][CH:28]=1. The catalyst is C1COCC1. The yield is 0.510. The product is [CH3:20][O:21][C:22](=[O:34])[CH2:23][CH:24]([OH:33])[CH2:25][CH2:26][C:27]1[CH:32]=[CH:31][CH:30]=[CH:29][CH:28]=1. (4) The reactants are [CH3:1][C:2]([CH:4]1[C:10](=[O:11])[CH2:9][C:8]([CH3:13])([CH3:12])[CH2:7][C:5]1=O)=O.O.[NH2:15][NH2:16]. The catalyst is C1COCC1. The product is [CH3:1][C:2]1[C:4]2[C:10](=[O:11])[CH2:9][C:8]([CH3:13])([CH3:12])[CH2:7][C:5]=2[NH:16][N:15]=1. The yield is 0.914. (5) The yield is 0.880. No catalyst specified. The reactants are Cl[C:2]1[C:3](=[O:15])[N:4](C2CCCCO2)[N:5]=[CH:6]C=1Cl.[F:16][C:17]1[CH:22]=[CH:21][CH:20]=[C:19]([F:23])[C:18]=1[CH2:24][C:25]#N.C[O:28][C:29](=[O:38])[CH:30](Br)[CH2:31][CH:32]1[CH2:36][CH2:35][CH2:34][CH2:33]1. The product is [CH:32]1([CH2:31][CH:30]([N:4]2[C:3](=[O:15])[CH:2]=[C:25]([CH2:24][C:18]3[C:19]([F:23])=[CH:20][CH:21]=[CH:22][C:17]=3[F:16])[CH:6]=[N:5]2)[C:29]([OH:28])=[O:38])[CH2:36][CH2:35][CH2:34][CH2:33]1. (6) The reactants are [CH2:1]([C:4]1[CH:9]=[CH:8][C:7]([OH:10])=[CH:6][CH:5]=1)[CH2:2][CH3:3].Br[CH2:12][C:13]([O:15][C:16]([CH3:19])([CH3:18])[CH3:17])=[O:14].C(=O)([O-])[O-].[K+].[K+]. The catalyst is CN(C=O)C.O. The product is [CH2:1]([C:4]1[CH:9]=[CH:8][C:7]([O:10][CH2:12][C:13]([O:15][C:16]([CH3:19])([CH3:18])[CH3:17])=[O:14])=[CH:6][CH:5]=1)[CH2:2][CH3:3]. The yield is 0.820.